Dataset: Catalyst prediction with 721,799 reactions and 888 catalyst types from USPTO. Task: Predict which catalyst facilitates the given reaction. Reactant: C([O:3][C:4]([C:6]1[C:7]([CH3:27])=[N:8][N:9]2[C:14]([O:15][CH2:16][C:17]3[C:22]([F:23])=[CH:21][CH:20]=[CH:19][C:18]=3[F:24])=[CH:13][C:12]([CH2:25][CH3:26])=[CH:11][C:10]=12)=[O:5])C.[OH-].[Na+]. Product: [F:24][C:18]1[CH:19]=[CH:20][CH:21]=[C:22]([F:23])[C:17]=1[CH2:16][O:15][C:14]1[N:9]2[N:8]=[C:7]([CH3:27])[C:6]([C:4]([OH:5])=[O:3])=[C:10]2[CH:11]=[C:12]([CH2:25][CH3:26])[CH:13]=1. The catalyst class is: 12.